This data is from Full USPTO retrosynthesis dataset with 1.9M reactions from patents (1976-2016). The task is: Predict the reactants needed to synthesize the given product. (1) Given the product [C:18]([NH:9][C@@H:8]([C:10]([OH:12])=[O:11])[CH2:7][C:3]1[CH:2]=[N:1][CH:6]=[CH:5][CH:4]=1)([O:17][C:14]([CH3:16])([CH3:15])[CH3:13])=[O:19], predict the reactants needed to synthesize it. The reactants are: [N:1]1[CH:6]=[CH:5][CH:4]=[C:3]([CH2:7][C@H:8]([C:10]([OH:12])=[O:11])[NH2:9])[CH:2]=1.[CH3:13][C:14]([O:17][C:18](O[C:18]([O:17][C:14]([CH3:16])([CH3:15])[CH3:13])=[O:19])=[O:19])([CH3:16])[CH3:15].C(N(CC)CC)C. (2) Given the product [ClH:14].[NH2:29][C:27]1[NH:26][C:24]([NH:23][CH2:22][C:21]2[CH:30]=[CH:31][C:18]([C:17]([F:16])([F:32])[F:33])=[CH:19][CH:20]=2)=[N:25][CH:1]([CH2:2][CH2:3][CH2:4][CH2:5][CH2:6][CH2:7][CH2:8][CH2:9][CH2:10][CH2:11][CH3:12])[N:28]=1, predict the reactants needed to synthesize it. The reactants are: [CH:1](=O)[CH2:2][CH2:3][CH2:4][CH2:5][CH2:6][CH2:7][CH2:8][CH2:9][CH2:10][CH2:11][CH3:12].[ClH:14].Cl.[F:16][C:17]([F:33])([F:32])[C:18]1[CH:31]=[CH:30][C:21]([CH2:22][NH:23][C:24]([NH:26][C:27]([NH2:29])=[NH:28])=[NH:25])=[CH:20][CH:19]=1.